This data is from Full USPTO retrosynthesis dataset with 1.9M reactions from patents (1976-2016). The task is: Predict the reactants needed to synthesize the given product. (1) Given the product [N:17]1[NH:18][CH:19]=[C:15]2[CH2:14][C:13]3[C:20](=[CH:21][CH:22]=[C:11]([C:5]4[CH:6]=[CH:7][C:8]([OH:9])=[C:3]([CH2:1][CH3:2])[CH:4]=4)[CH:12]=3)[C:16]=12, predict the reactants needed to synthesize it. The reactants are: [CH2:1]([C:3]1[CH:4]=[C:5]([C:11]2[CH:12]=[C:13]3[C:20](=[CH:21][CH:22]=2)[C:16]2=[N:17][NH:18][CH:19]=[C:15]2[CH2:14]3)[CH:6]=[CH:7][C:8]=1[O:9]C)[CH3:2].B(Br)(Br)Br. (2) Given the product [NH2:7][C:8]1[S:9][C:10]([C:35]2[CH:40]=[CH:39][CH:38]=[CH:37][N:36]=2)=[CH:11][C:12]=1[C:13]([N:15]1[CH2:16][CH2:17][CH:18]([N:21]2[CH2:34][CH2:33][CH2:32][C:23]3([O:27][C:26](=[O:28])[N:25]([CH2:29][CH3:30])[C:24]3=[O:31])[CH2:22]2)[CH2:19][CH2:20]1)=[O:14], predict the reactants needed to synthesize it. The reactants are: C(OC(=O)[NH:7][C:8]1[S:9][C:10]([C:35]2[CH:40]=[CH:39][CH:38]=[CH:37][N:36]=2)=[CH:11][C:12]=1[C:13]([N:15]1[CH2:20][CH2:19][CH:18]([N:21]2[CH2:34][CH2:33][CH2:32][C:23]3([O:27][C:26](=[O:28])[N:25]([CH2:29][CH3:30])[C:24]3=[O:31])[CH2:22]2)[CH2:17][CH2:16]1)=[O:14])(C)(C)C.C(=O)([O-])O.[Na+]. (3) Given the product [N:4]1([CH2:23][C:19]2[CH:14]=[CH:15][C:16]([C:21]#[N:22])=[CH:17][CH:18]=2)[CH2:3][CH2:2][CH2:27][CH2:26][NH:1][CH2:12][CH2:11][NH:10][CH2:9][CH2:8][NH:7][CH2:6][CH2:5]1, predict the reactants needed to synthesize it. The reactants are: [NH:1]1[CH2:12][CH2:11][NH:10][CH2:9][CH2:8][NH:7][CH2:6][CH2:5][NH:4][CH2:3][CH2:2]1.Br[C:14]1[CH:15]=[C:16]([C:21]#[N:22])[C:17](C)=[CH:18][CH:19]=1.[CH2:23](Cl)Cl.[C:26](#N)[CH3:27]. (4) Given the product [OH:19][CH2:18][CH2:17][N:16]([CH2:20][CH2:21][OH:22])[C:2]1[CH:15]=[CH:14][C:5]([C:6]([C:8]2[CH:13]=[CH:12][CH:11]=[CH:10][CH:9]=2)=[O:7])=[CH:4][CH:3]=1, predict the reactants needed to synthesize it. The reactants are: F[C:2]1[CH:15]=[CH:14][C:5]([C:6]([C:8]2[CH:13]=[CH:12][CH:11]=[CH:10][CH:9]=2)=[O:7])=[CH:4][CH:3]=1.[NH:16]([CH2:20][CH2:21][OH:22])[CH2:17][CH2:18][OH:19]. (5) Given the product [OH:14][C:12]([C:10]1[NH:9][C:6]2=[N:7][CH:8]=[C:3]([C:1]#[N:2])[CH:4]=[C:5]2[N:11]=1)([C:15]1[C:23]([O:24][CH3:25])=[CH:22][C:21]([CH3:26])=[C:20]2[C:16]=1[CH:17]=[CH:18][NH:19]2)[CH3:13], predict the reactants needed to synthesize it. The reactants are: [C:1]([C:3]1[CH:4]=[C:5]2[N:11]=[C:10]([C:12]([C:15]3[C:23]([O:24][CH3:25])=[CH:22][C:21]([CH3:26])=[C:20]4[C:16]=3[CH:17]=[CH:18][N:19]4C(OC(C)(C)C)=O)([OH:14])[CH3:13])[NH:9][C:6]2=[N:7][CH:8]=1)#[N:2].C([O-])([O-])=O.[K+].[K+].